Task: Predict the reaction yield, written as a fraction of the theoretical maximum amount of product (1.0 means a 100% yield; for example, 0.34 means a 34% yield).. Dataset: Reaction yield outcomes from USPTO patents with 853,638 reactions (1) The reactants are [C:1]([N:5]1[C:9]([C:10]([F:13])([F:12])[F:11])=[C:8]([NH:14][C:15]([NH:17][C:18]2[CH:23]=[C:22]([C:24]3[C:35](=[O:36])[N:34]([CH3:37])[C:27]4[N:28]=[C:29](SC)[N:30]=[CH:31][C:26]=4[CH:25]=3)[CH:21]=[CH:20][C:19]=2[F:38])=[O:16])[CH:7]=[N:6]1)([CH3:4])([CH3:3])[CH3:2].[CH3:39][NH2:40].C1COCC1. No catalyst specified. The product is [C:1]([N:5]1[C:9]([C:10]([F:13])([F:12])[F:11])=[C:8]([NH:14][C:15]([NH:17][C:18]2[CH:23]=[C:22]([C:24]3[C:35](=[O:36])[N:34]([CH3:37])[C:27]4[N:28]=[C:29]([NH:40][CH3:39])[N:30]=[CH:31][C:26]=4[CH:25]=3)[CH:21]=[CH:20][C:19]=2[F:38])=[O:16])[CH:7]=[N:6]1)([CH3:4])([CH3:3])[CH3:2]. The yield is 0.630. (2) The reactants are C([SiH](CC)CC)C.[CH2:8]([O:15][C@@H:16]1[C@H:21]([O:22][CH2:23][C:24]2[CH:29]=[CH:28][CH:27]=[CH:26][CH:25]=2)[C@@H:20]([O:30][CH2:31][C:32]2[CH:37]=[CH:36][CH:35]=[CH:34][CH:33]=2)[C@@H:19]([CH2:38][O:39][CH2:40][C:41]2[CH:46]=[CH:45][CH:44]=[CH:43][CH:42]=2)[O:18][C:17]1([C:48]1[C:57]2[C:52](=[CH:53][CH:54]=[CH:55][CH:56]=2)[CH:51]=[C:50]([CH2:58][C:59]2[S:63][C:62]3[CH:64]=[CH:65][C:66]([F:68])=[CH:67][C:61]=3[CH:60]=2)[CH:49]=1)O)[C:9]1[CH:14]=[CH:13][CH:12]=[CH:11][CH:10]=1.C(=O)([O-])O.[Na+]. The catalyst is C(Cl)Cl. The yield is 0.730. The product is [CH2:8]([O:15][C@H:16]1[C@@H:21]([O:22][CH2:23][C:24]2[CH:29]=[CH:28][CH:27]=[CH:26][CH:25]=2)[C@@H:20]([O:30][CH2:31][C:32]2[CH:33]=[CH:34][CH:35]=[CH:36][CH:37]=2)[C@@H:19]([CH2:38][O:39][CH2:40][C:41]2[CH:46]=[CH:45][CH:44]=[CH:43][CH:42]=2)[O:18][CH:17]1[C:48]1[C:57]2[C:52](=[CH:53][CH:54]=[CH:55][CH:56]=2)[CH:51]=[C:50]([CH2:58][C:59]2[S:63][C:62]3[CH:64]=[CH:65][C:66]([F:68])=[CH:67][C:61]=3[CH:60]=2)[CH:49]=1)[C:9]1[CH:14]=[CH:13][CH:12]=[CH:11][CH:10]=1. (3) The reactants are [CH3:1][C:2]([CH3:22])([CH3:21])[C:3]#[C:4][C:5]1[CH:10]=[C:9]([N+:11]([O-:13])=[O:12])[CH:8]=[C:7]([F:14])[C:6]=1[NH:15]C(=O)CCC.CC([O-])(C)C.[K+].O. The catalyst is CN(C=O)C. The product is [C:2]([C:3]1[NH:15][C:6]2[C:5]([CH:4]=1)=[CH:10][C:9]([N+:11]([O-:13])=[O:12])=[CH:8][C:7]=2[F:14])([CH3:22])([CH3:21])[CH3:1]. The yield is 0.810. (4) The reactants are [CH3:1][O:2][C:3](=[O:11])[C:4]1[CH:9]=[CH:8][C:7](I)=[CH:6][CH:5]=1.[C:12]([Si:14]([CH3:17])([CH3:16])[CH3:15])#[CH:13].C(N(CC)CC)C.O. The catalyst is O1CCCC1.[I-]. The yield is 1.00. The product is [CH3:1][O:2][C:3](=[O:11])[C:4]1[CH:9]=[CH:8][CH:7]=[CH:6][C:5]=1[C:13]#[C:12][Si:14]([CH3:17])([CH3:16])[CH3:15]. (5) The reactants are [CH:1]1([Mg]Br)[CH2:3][CH2:2]1.[CH2:6]([O:8][C:9]([C:11]1[C:12]([CH3:25])=[C:13]([C:18]([O:20][C:21]([CH3:24])([CH3:23])[CH3:22])=[O:19])[NH:14][C:15]=1[CH:16]=[O:17])=[O:10])[CH3:7]. The catalyst is O1CCCC1. The product is [CH2:6]([O:8][C:9]([C:11]1[C:12]([CH3:25])=[C:13]([C:18]([O:20][C:21]([CH3:24])([CH3:23])[CH3:22])=[O:19])[NH:14][C:15]=1[CH:16]([CH:1]1[CH2:3][CH2:2]1)[OH:17])=[O:10])[CH3:7]. The yield is 0.396. (6) The reactants are [NH2:1][C:2]1[N:3]=[CH:4][C:5]2[CH2:11][N:10]([C:12]3[CH:13]=[C:14]([CH:18]=[CH:19][CH:20]=3)[C:15]([OH:17])=O)[CH2:9][CH2:8][C:6]=2[N:7]=1.C(N(CC)C(C)C)(C)C.CN(C(ON1N=NC2C=CC=CC1=2)=[N+](C)C)C.F[P-](F)(F)(F)(F)F.[CH3:54][O:55][C:56]1[CH:61]=[CH:60][CH:59]=[C:58]([NH2:62])[CH:57]=1. The catalyst is CN(C=O)C. The product is [NH2:1][C:2]1[N:3]=[CH:4][C:5]2[CH2:11][N:10]([C:12]3[CH:13]=[C:14]([CH:18]=[CH:19][CH:20]=3)[C:15]([NH:62][C:58]3[CH:59]=[CH:60][CH:61]=[C:56]([O:55][CH3:54])[CH:57]=3)=[O:17])[CH2:9][CH2:8][C:6]=2[N:7]=1. The yield is 0.730. (7) The reactants are B.[CH3:2][O:3][P:4]([CH2:8][P:9]([CH2:14][CH2:15][CH2:16][CH2:17][CH2:18][CH2:19][CH2:20][CH2:21][CH2:22][CH:23]=[CH2:24])([O:11][CH2:12][CH3:13])=[O:10])(=[O:7])[O:5][CH3:6].[OH-].[Na+].OO.S(=O)(O)[O-:30].[Na+]. The catalyst is C(OCC)(=O)C.O1CCCC1. The product is [CH3:6][O:5][P:4]([CH2:8][P:9]([CH2:14][CH2:15][CH2:16][CH2:17][CH2:18][CH2:19][CH2:20][CH2:21][CH2:22][CH2:23][CH2:24][OH:30])([O:11][CH2:12][CH3:13])=[O:10])(=[O:7])[O:3][CH3:2]. The yield is 0.900.